From a dataset of Experimentally validated miRNA-target interactions with 360,000+ pairs, plus equal number of negative samples. Binary Classification. Given a miRNA mature sequence and a target amino acid sequence, predict their likelihood of interaction. (1) The miRNA is hsa-miR-548p with sequence UAGCAAAAACUGCAGUUACUUU. The protein sequence of the target gene is MHSLKKVTFEDVAIDFTQEEWAMMDTSKRKLYRDVMLENISHLVSLGYQISKSYIILQLEQGKELWREGREFLQDQNPDRESALKKKHMISMHPITRKDASTSMTMENSLILEDPFECNDSGEDCTHSSTITQRLLTHSGKKPYVSKQCGKSLRNLFSPKPHKQIHTKGKSYQCNLCEKAYTNCFRLRRHKMTHTGERPYACHLCGKAFTQCSHLRRHEKTHTGERPYKCHQCGKAFIQSFNLRRHERTHLGKKCYECDKSGKAFSQSSGFRGNKIIHTGEKPHACLLCGKAFSLSSDLR.... Result: 0 (no interaction). (2) The miRNA is hsa-miR-324-5p with sequence CGCAUCCCCUAGGGCAUUGGUG. The protein sequence of the target gene is MNASEFRRRGKEMVDYMANYMEGIEGRQVYPDVEPGYLRPLIPAAAPQEPDTFEDIINDVEKIIMPGVTHWHSPYFFAYFPTASSYPAMLADMLCGAIGCIGFSWAASPACTELETVMMDWLGKMLELPKAFLNEKAGEGGGVIQGSASEATLVALLAARTKVIHRLQAASPELTQAAIMEKLVAYSSDQAHSSVERAGLIGGVKLKAIPSDGNFAMRASALQEALERDKAAGLIPFFMVATLGTTTCCSFDNLLEVGPICNKEDIWLHVDAAYAGSAFICPEFRHLLNGVEFADSFNFN.... Result: 0 (no interaction). (3) The miRNA is hsa-miR-8085 with sequence UGGGAGAGAGGACUGUGAGGC. The protein sequence of the target gene is MPSSGPGDTSSSSLEREDDRKEGEEQEENRGKEERQEPSATARKVGRPGRKRKHPPVESSDTPKDPAVTTKSQPMAQDSGPSDLLPNGDLEKRSEPQPEEGSPAAGQKGGAPAEGEGTETPPEASRAVENGCCVTKEGRGASAGEGKEQKQTNIESMKMEGSRGRLRGGLGWESSLRQRPMPRLTFQAGDPYYISKRKRDEWLARWKREAEKKAKVIAVMNAVEENQASGESQKVEEASPPAVQQPTDPASPTVATTPEPVGGDAGDKNATKAADDEPEYEDGRGFGIGELVWGKLRGFS.... Result: 0 (no interaction). (4) The protein sequence of the target gene is MSSKRAKAKTTKKRPQRATSNVFAMFDQSQIQEFKEAFNMIDQNRDGFIDKEDLHDMLASLGKNPTDEYLEGMMNEAPGPINFTMFLTMFGEKLNGTDPEDVIRNAFACFDEEASGFIHEDHLRELLTTMGDRFTDEEVDEMYREAPIDKKGNFNYVEFTRILKHGAKDKDD. Result: 0 (no interaction). The miRNA is hsa-miR-6779-3p with sequence AAGCCCUGUCUCCUCCCAUCU. (5) The miRNA is rno-miR-218a-5p with sequence UUGUGCUUGAUCUAACCAUGU. The protein sequence of the target gene is MRLRLRLLALLLLLLAPPARAPKPSAQDVSLGVDWLTRYGYLPPPHPAQAQLQSPEKLRDAIKVMQRFAGLPETGRMDPGTVATMRKPRCSLPDVLGVAGLVRRRRRYALSGSVWKKRTLTWRVRSFPQSSQLSQETVRVLMSYALMAWGMESGLTFHEVDSPQGQEPDILIDFARAFHQDSYPFDGLGGTLAHAFFPGEHPISGDTHFDDEETWTFGSKDGEGTDLFAVAVHEFGHALGLGHSSAPNSIMRPFYQGPVGDPDKYRLSQDDRDGLQQLYGKAPQTPYDKPTRKPLAPPPQ.... Result: 0 (no interaction). (6) The miRNA is mmu-miR-181d-5p with sequence AACAUUCAUUGUUGUCGGUGGGU. The protein sequence of the target gene is MRLAVICFCLFGIASSLPVKVTDSGSSEEKLYSLHPDPIATWLVPDPSQKQNLLAPQNAVSSEEKDDFKQETLPSNSNESHDHMDDDDDDDDDDGDHAESEDSVDSDESDESHHSDESDETVTASTQADTFTPIVPTVDVPNGRGDSLAYGLRSKSRSFQVSDEQYPDATDEDLTSHMKSGESKESLDVIPVAQLLSMPSDQDNNGKGSHESSQLDEPSLETHRLEHSKESQESADQSDVIDSQASSKASLEHQSHKFHSHKDKLVLDPKSKEDDRYLKFRISHELESSSSEVN. Result: 1 (interaction). (7) The miRNA is mmu-miR-34b-5p with sequence AGGCAGUGUAAUUAGCUGAUUGU. The protein sequence of the target gene is MSQGFRGPTGVFPHQTQSYLDPSHEHSKWRYPQPQGPESYPRSFQLQQIEFLKGRLPEAPLIGIQTQSLPPFLPGHWPRFPGPPAQDRQLEIWEFPRSVTLRNQGFHIGPPLPPPHSRGTPWRGADGLCSHFRELSISQSPEQKVLNRLEELGEGKATTAHVLARELRIPKRDINRILYSLEKKGKLHRGRGKPPLWSLVPLSQAWTQPPGVVNPDSCIQEFPRGEPGLDSEDGDPASDLEGPSEPLDMAEIKEKICDYLFNVSNSSALNLAKNIGLTKARDVTSVLIDLERQGDVYRQG.... Result: 1 (interaction). (8) The miRNA is hsa-miR-548ay-5p with sequence AAAAGUAAUUGUGGUUUUUGC. The protein sequence of the target gene is MFTRAVSRLSRKRPPSDIHDGDGSSSSGHQSLKSTAKWASSLENLLEDPEGVQRFREFLKKEFSEENVLFWLACEDFKKTEDRKQMQEKAKEIYMTFLSNKASSQVNVEGQSRLTEKILEEPHPLMFQKLQDQIFNLMKYDSYSRFLKSDLFLKPKRTEEEEEEPPDAQTAAKRASRIYNT. Result: 0 (no interaction). (9) The miRNA is hsa-miR-16-2-3p with sequence CCAAUAUUACUGUGCUGCUUUA. The protein sequence of the target gene is MGKQNSKLAPEVMEDLVKSTEFNEHELKQWYKGFLKDCPSGRLNLEEFQQLYVKFFPYGDASKFAQHAFRTFDKNGDGTIDFREFICALSITSRGSFEQKLNWAFNMYDLDGDGKITRVEMLEIIEAIYKMVGTVIMMKMNEDGLTPEQRVDKIFSKMDKNKDDQITLDEFKEAAKSDPSIVLLLQCDIQK. Result: 1 (interaction).